Dataset: Peptide-MHC class I binding affinity with 185,985 pairs from IEDB/IMGT. Task: Regression. Given a peptide amino acid sequence and an MHC pseudo amino acid sequence, predict their binding affinity value. This is MHC class I binding data. (1) The peptide sequence is FGPIGKLIA. The MHC is H-2-Db with pseudo-sequence H-2-Db. The binding affinity (normalized) is 0. (2) The peptide sequence is VPDIPELSY. The MHC is HLA-A01:01 with pseudo-sequence HLA-A01:01. The binding affinity (normalized) is 0.258. (3) The peptide sequence is MTMITPPTF. The MHC is HLA-B45:06 with pseudo-sequence HLA-B45:06. The binding affinity (normalized) is 0.213. (4) The peptide sequence is GIADFIIFK. The MHC is HLA-A02:01 with pseudo-sequence HLA-A02:01. The binding affinity (normalized) is 0.0847. (5) The peptide sequence is HADDIPVPV. The MHC is HLA-C04:01 with pseudo-sequence HLA-C04:01. The binding affinity (normalized) is 0.0847. (6) The peptide sequence is CSKFTRGAQKL. The MHC is Mamu-A01 with pseudo-sequence Mamu-A01. The binding affinity (normalized) is 0.506.